Dataset: Forward reaction prediction with 1.9M reactions from USPTO patents (1976-2016). Task: Predict the product of the given reaction. (1) The product is: [NH2:1][C:2]1[CH:3]=[C:4]([CH:5]=[CH:6][C:7]=1[Cl:8])[O:9][C:11]1[CH:12]=[CH:13][C:14]2[N:15]([CH:17]=[C:18]([NH:20][C:21]([CH:23]3[CH2:25][CH:24]3[CH3:26])=[O:22])[N:19]=2)[N:16]=1. Given the reactants [NH2:1][C:2]1[CH:3]=[C:4]([OH:9])[CH:5]=[CH:6][C:7]=1[Cl:8].I[C:11]1[CH:12]=[CH:13][C:14]2[N:15]([CH:17]=[C:18]([NH:20][C:21]([CH:23]3[CH2:25][CH:24]3[CH3:26])=[O:22])[N:19]=2)[N:16]=1.C(=O)([O-])[O-].[K+].[K+], predict the reaction product. (2) Given the reactants [O:1]1[C:5]2[CH:6]=[CH:7][CH:8]=[CH:9][C:4]=2[C:3]([N:10]2[CH2:15][CH2:14][N:13]([CH2:16][CH:17]([C:19]3[CH:20]=[C:21]4[C:25](=[CH:26][CH:27]=3)[C:24]([CH3:29])([CH3:28])[C:23](=[O:30])[C:22]4([CH3:32])[CH3:31])Cl)[CH2:12][CH2:11]2)=[N:2]1.[CH2:33]([OH:35])[CH3:34], predict the reaction product. The product is: [O:1]1[C:5]2[CH:6]=[CH:7][CH:8]=[CH:9][C:4]=2[C:3]([N:10]2[CH2:15][CH2:14][N:13]([CH2:16][CH:17]([C:19]3[CH:20]=[C:21]4[C:25](=[CH:26][CH:27]=3)[C:24]([CH3:29])([CH3:28])[C:23](=[O:30])[C:22]4([CH3:32])[CH3:31])[O:35][CH2:33][CH3:34])[CH2:12][CH2:11]2)=[N:2]1. (3) Given the reactants [CH:1]1([C:4]2[S:8][CH:7]=[N:6][C:5]=2[CH2:9]O)[CH2:3][CH2:2]1.S(Cl)([Cl:13])=O, predict the reaction product. The product is: [Cl:13][CH2:9][C:5]1[N:6]=[CH:7][S:8][C:4]=1[CH:1]1[CH2:3][CH2:2]1.